This data is from Forward reaction prediction with 1.9M reactions from USPTO patents (1976-2016). The task is: Predict the product of the given reaction. (1) Given the reactants [F:1][C:2]1[CH:7]=[CH:6][CH:5]=[C:4]([F:8])[C:3]=1[C:9]1[CH:10]=[C:11]2[C:15](=[CH:16][CH:17]=1)[NH:14][CH:13]=[C:12]2[C:18]1[N:23]=[C:22]([O:24][C@@H:25]2[CH2:30][CH2:29][CH2:28][N:27](C(OC(C)(C)C)=O)[CH2:26]2)[CH:21]=[N:20][CH:19]=1.C(O)(C(F)(F)F)=O, predict the reaction product. The product is: [F:1][C:2]1[CH:7]=[CH:6][CH:5]=[C:4]([F:8])[C:3]=1[C:9]1[CH:10]=[C:11]2[C:15](=[CH:16][CH:17]=1)[NH:14][CH:13]=[C:12]2[C:18]1[CH:19]=[N:20][CH:21]=[C:22]([O:24][C@@H:25]2[CH2:30][CH2:29][CH2:28][NH:27][CH2:26]2)[N:23]=1. (2) Given the reactants C([N:3]([CH2:6][CH3:7])CC)C.Cl.NO.CC([C:14]1[CH:19]=[CH:18][CH:17]=[C:16]([F:20])[C:15]=1[F:21])=O, predict the reaction product. The product is: [F:20][C:16]1[C:15]([F:21])=[CH:14][CH:19]=[CH:18][C:17]=1[CH:6]([NH2:3])[CH3:7]. (3) The product is: [CH2:1]([O:3][C:4](=[O:17])[C:5]([CH3:6])([O:8][C:9]1[CH:14]=[CH:13][C:12]([O:15][CH2:26][C:25]2[N:21]([CH2:20][C:19]([F:39])([F:18])[F:40])[N:22]=[C:23]([C:28]3[CH:33]=[CH:32][C:31]([O:34][C:35]([F:37])([F:38])[F:36])=[CH:30][CH:29]=3)[CH:24]=2)=[CH:11][C:10]=1[CH3:16])[CH3:7])[CH3:2]. Given the reactants [CH2:1]([O:3][C:4](=[O:17])[C:5]([O:8][C:9]1[CH:14]=[CH:13][C:12]([OH:15])=[CH:11][C:10]=1[CH3:16])([CH3:7])[CH3:6])[CH3:2].[F:18][C:19]([F:40])([F:39])[CH2:20][N:21]1[C:25]([CH2:26]O)=[CH:24][C:23]([C:28]2[CH:33]=[CH:32][C:31]([O:34][C:35]([F:38])([F:37])[F:36])=[CH:30][CH:29]=2)=[N:22]1.CN(C)C(N=NC(N(C)C)=O)=O.C(P(CCCC)CCCC)CCC, predict the reaction product. (4) Given the reactants [Br:1][C:2]1[CH:8]=[CH:7][CH:6]=[CH:5][C:3]=1[NH2:4].C(N(CC)CC)C.[Cl:16][CH2:17][C:18](Cl)=[O:19], predict the reaction product. The product is: [Br:1][C:2]1[CH:8]=[CH:7][CH:6]=[CH:5][C:3]=1[NH:4][C:18](=[O:19])[CH2:17][Cl:16]. (5) The product is: [CH:24]([NH:26][C:2]1[C:3]([CH3:22])=[N:4][C:5]2[C:10]([N:11]=1)=[C:9]([C:12]1[NH:20][C:19]3[CH2:18][CH2:17][NH:16][C:15](=[O:21])[C:14]=3[CH:13]=1)[CH:8]=[CH:7][CH:6]=2)([CH3:25])[CH3:23]. Given the reactants F[C:2]1[C:3]([CH3:22])=[N:4][C:5]2[C:10]([N:11]=1)=[C:9]([C:12]1[NH:20][C:19]3[CH2:18][CH2:17][NH:16][C:15](=[O:21])[C:14]=3[CH:13]=1)[CH:8]=[CH:7][CH:6]=2.[CH3:23][CH:24]([NH2:26])[CH3:25], predict the reaction product. (6) The product is: [F:24][C:21]1[CH:22]=[C:23]2[C:18](=[CH:19][CH:20]=1)[NH:17][CH:16]=[C:15]2[CH2:14][CH2:13][CH2:12][N:28]1[CH2:29][CH2:30][N:25]([C:31]2[N:36]=[C:35]([C:37]([F:40])([F:38])[F:39])[CH:34]=[CH:33][N:32]=2)[CH2:26][CH2:27]1. Given the reactants CC1C=CC(S(O[CH2:12][CH2:13][CH2:14][C:15]2[C:23]3[C:18](=[CH:19][CH:20]=[C:21]([F:24])[CH:22]=3)[NH:17][CH:16]=2)(=O)=O)=CC=1.[N:25]1([C:31]2[N:36]=[C:35]([C:37]([F:40])([F:39])[F:38])[CH:34]=[CH:33][N:32]=2)[CH2:30][CH2:29][NH:28][CH2:27][CH2:26]1.C(=O)([O-])[O-].[K+].[K+].[I-].[K+], predict the reaction product. (7) Given the reactants [CH3:1][O:2][C:3]([C:5]1[CH:6]=[C:7]2[C:12](=[CH:13][CH:14]=1)[NH:11][CH:10]([C:15]1[CH:20]=[CH:19][CH:18]=[C:17](Br)[CH:16]=1)[CH2:9][C:8]2([CH3:23])[CH3:22])=[O:4].[NH:24]1[CH2:28][CH2:27][CH2:26][CH2:25]1.Cl.CN(C)CC(O)=O.C(=O)([O-])[O-].[K+].[K+], predict the reaction product. The product is: [CH3:1][O:2][C:3]([C:5]1[CH:6]=[C:7]2[C:12](=[CH:13][CH:14]=1)[NH:11][CH:10]([C:15]1[CH:20]=[CH:19][CH:18]=[C:17]([N:24]3[CH2:28][CH2:27][CH2:26][CH2:25]3)[CH:16]=1)[CH2:9][C:8]2([CH3:23])[CH3:22])=[O:4].